Dataset: Forward reaction prediction with 1.9M reactions from USPTO patents (1976-2016). Task: Predict the product of the given reaction. (1) Given the reactants [Cl:1][C:2]1[N:10]=[C:9]2[C:5]([N:6]([CH2:11][C:12]3[CH:17]=[CH:16][C:15]([C:18]([F:21])([F:20])[F:19])=[CH:14][CH:13]=3)[CH:7]=[N:8]2)=[C:4]([NH:22][C@@H:23]([CH:28]2[CH2:31][CH2:30][CH2:29]2)[CH2:24][CH2:25][CH2:26][OH:27])[N:3]=1.O.CC1(C)N([O])C(C)(C)CCC1.C(OI(C1C=CC=CC=1)OC(=O)C)(=[O:46])C, predict the reaction product. The product is: [Cl:1][C:2]1[N:10]=[C:9]2[C:5]([N:6]([CH2:11][C:12]3[CH:13]=[CH:14][C:15]([C:18]([F:20])([F:21])[F:19])=[CH:16][CH:17]=3)[CH:7]=[N:8]2)=[C:4]([NH:22][C@@H:23]([CH:28]2[CH2:31][CH2:30][CH2:29]2)[CH2:24][CH2:25][C:26]([OH:46])=[O:27])[N:3]=1. (2) Given the reactants [Br:1][C:2]1[C:3]([CH2:10][OH:11])=[N:4][C:5]([O:8][CH3:9])=[CH:6][CH:7]=1, predict the reaction product. The product is: [Br:1][C:2]1[C:3]([CH:10]=[O:11])=[N:4][C:5]([O:8][CH3:9])=[CH:6][CH:7]=1. (3) Given the reactants C[Si]([N-][Si](C)(C)C)(C)C.[Li+].C[Si]([CH2:15][C:16]([O:18][CH2:19][CH3:20])=[O:17])(C)C.[CH2:21]([O:28][C:29]1[CH:34]=[CH:33][C:32]([C:35]([C:37]2[N:38]([CH3:42])[N:39]=[N:40][CH:41]=2)=O)=[CH:31][CH:30]=1)[C:22]1[CH:27]=[CH:26][CH:25]=[CH:24][CH:23]=1, predict the reaction product. The product is: [CH2:21]([O:28][C:29]1[CH:34]=[CH:33][C:32]([C:35]([C:37]2[N:38]([CH3:42])[N:39]=[N:40][CH:41]=2)=[CH:15][C:16]([O:18][CH2:19][CH3:20])=[O:17])=[CH:31][CH:30]=1)[C:22]1[CH:23]=[CH:24][CH:25]=[CH:26][CH:27]=1. (4) Given the reactants Cl[C:2]1[N:7]=[C:6]([C:8]#[N:9])[CH:5]=[CH:4][N:3]=1.C([O-])([O-])=O.[Na+].[Na+].[NH2:16][C:17]1[N:22]=[CH:21][C:20]([C:23]2[CH:28]=[CH:27][C:26]([N:29]3[C@@H:33]([C:34]4[CH:39]=[CH:38][CH:37]=[CH:36][CH:35]=4)[C:32]([CH3:41])([CH3:40])[O:31][C:30]3=[O:42])=[CH:25][CH:24]=2)=[CH:19][C:18]=1B1OC(C)(C)C(C)(C)O1, predict the reaction product. The product is: [NH2:16][C:17]1[C:18]([C:2]2[N:7]=[C:6]([C:8]#[N:9])[CH:5]=[CH:4][N:3]=2)=[CH:19][C:20]([C:23]2[CH:24]=[CH:25][C:26]([N:29]3[C@@H:33]([C:34]4[CH:39]=[CH:38][CH:37]=[CH:36][CH:35]=4)[C:32]([CH3:40])([CH3:41])[O:31][C:30]3=[O:42])=[CH:27][CH:28]=2)=[CH:21][N:22]=1. (5) Given the reactants [Cl:1][C:2]1[N:7]=[C:6]([C:8]([F:11])([F:10])[F:9])[C:5]([C:12](Cl)=[O:13])=[CH:4][N:3]=1.Cl.[CH:16]1([CH2:21][NH2:22])[CH2:20][CH2:19][CH2:18][CH2:17]1.C(N(CC)CC)C, predict the reaction product. The product is: [CH:16]1([CH2:21][NH:22][C:12]([C:5]2[C:6]([C:8]([F:11])([F:10])[F:9])=[N:7][C:2]([Cl:1])=[N:3][CH:4]=2)=[O:13])[CH2:20][CH2:19][CH2:18][CH2:17]1.